Predict which catalyst facilitates the given reaction. From a dataset of Catalyst prediction with 721,799 reactions and 888 catalyst types from USPTO. (1) Reactant: [NH2:1][C:2]([C:4]1[CH:8]=[C:7]([C:9]2[CH:14]=[CH:13][C:12]([C:15]([OH:18])([CH3:17])[CH3:16])=[CH:11][C:10]=2[F:19])[S:6][C:5]=1[NH:20][C:21]1[N:26]=[C:25]([CH:27]([OH:37])[C:28]2[N:29]=[N:30][N:31]([CH2:33][C:34]([O-:36])=O)[CH:32]=2)[CH:24]=[CH:23][CH:22]=1)=[O:3].[K+].C1C=CC2N(O)N=[N:45]C=2C=1.C(Cl)CCl.[NH4+].[Cl-].CCN(C(C)C)C(C)C. Product: [NH2:45][C:34](=[O:36])[CH2:33][N:31]1[CH:32]=[C:28]([CH:27]([OH:37])[C:25]2[N:26]=[C:21]([NH:20][C:5]3[S:6][C:7]([C:9]4[CH:14]=[CH:13][C:12]([C:15]([OH:18])([CH3:17])[CH3:16])=[CH:11][C:10]=4[F:19])=[CH:8][C:4]=3[C:2]([NH2:1])=[O:3])[CH:22]=[CH:23][CH:24]=2)[N:29]=[N:30]1. The catalyst class is: 3. (2) Reactant: [CH3:1][O:2][C:3]1[CH:4]=[CH:5][C:6]2[N:11]=[CH:10][C:9](=[O:12])[NH:8][C:7]=2[N:13]=1.[H-].[Na+].Br[CH2:17][CH2:18][CH:19]=[CH2:20]. Product: [CH2:20]([N:8]1[C:9](=[O:12])[CH:10]=[N:11][C:6]2[CH:5]=[CH:4][C:3]([O:2][CH3:1])=[N:13][C:7]1=2)[CH2:19][CH:18]=[CH2:17]. The catalyst class is: 3. (3) Product: [N:1]1[CH:6]=[CH:5][CH:4]=[CH:3][C:2]=1[NH:7][C:8]1[S:9][CH:12]=[CH:13][N:10]=1. Reactant: [N:1]1[CH:6]=[CH:5][CH:4]=[CH:3][C:2]=1[NH:7][C:8]([NH2:10])=[S:9].Cl[CH2:12][CH:13]=O.NC(N)=O. The catalyst class is: 8. (4) Reactant: [CH2:1]([C@@:5]1([CH2:43][CH3:44])[NH:11][C@H:10]([C:12]2[CH:17]=[CH:16][CH:15]=[CH:14][CH:13]=2)[C:9]2[CH:18]=[C:19]([O:39][CH3:40])[C:20]([CH2:22][NH:23][C@H:24]([C:35]([O:37]C)=[O:36])[CH2:25][S:26][S:27][CH2:28][C@H:29]([NH2:34])[C:30]([O:32]C)=[O:31])=[CH:21][C:8]=2[S:7](=[O:42])(=[O:41])[CH2:6]1)[CH2:2][CH2:3][CH3:4].[Li+].[OH-].Cl. Product: [CH2:1]([C@@:5]1([CH2:43][CH3:44])[NH:11][C@H:10]([C:12]2[CH:13]=[CH:14][CH:15]=[CH:16][CH:17]=2)[C:9]2[CH:18]=[C:19]([O:39][CH3:40])[C:20]([CH2:22][NH:23][C@H:24]([C:35]([OH:37])=[O:36])[CH2:25][S:26][S:27][CH2:28][C@H:29]([NH2:34])[C:30]([OH:32])=[O:31])=[CH:21][C:8]=2[S:7](=[O:41])(=[O:42])[CH2:6]1)[CH2:2][CH2:3][CH3:4]. The catalyst class is: 1. (5) Reactant: [CH:1]1[C:6]([CH2:7][C:8](O)=[O:9])=[CH:5][N:4]=[C:3]([Cl:11])[CH:2]=1.C1N=C[N:14](C(N2C=NC=C2)=O)C=1. Product: [Cl:11][C:3]1[N:4]=[CH:5][C:6]([CH2:7][C:8]([NH2:14])=[O:9])=[CH:1][CH:2]=1. The catalyst class is: 1.